From a dataset of Forward reaction prediction with 1.9M reactions from USPTO patents (1976-2016). Predict the product of the given reaction. (1) Given the reactants [OH:1][CH2:2][CH2:3][CH2:4][CH2:5][NH:6][S:7]([C:10]1[CH:15]=[CH:14][C:13](Br)=[CH:12][CH:11]=1)(=[O:9])=[O:8].[CH3:17][S:18][C:19]1[CH:24]=[CH:23][C:22](B(O)O)=[CH:21][CH:20]=1, predict the reaction product. The product is: [OH:1][CH2:2][CH2:3][CH2:4][CH2:5][NH:6][S:7]([C:10]1[CH:15]=[CH:14][C:13]([C:22]2[CH:23]=[CH:24][C:19]([S:18][CH3:17])=[CH:20][CH:21]=2)=[CH:12][CH:11]=1)(=[O:9])=[O:8]. (2) Given the reactants [C:1]([O:5][C:6]([N:8]1[CH2:20][CH2:19][C:18]2[C:17]3[C:12](=[CH:13][CH:14]=[CH:15][CH:16]=3)[NH:11][C:10]=2[CH2:9]1)=[O:7])([CH3:4])([CH3:3])[CH3:2].[Cl:21][C:22]([Cl:29])([Cl:28])[CH2:23][O:24][C:25](Cl)=[O:26].[OH-].[Na+], predict the reaction product. The product is: [Cl:21][C:22]([Cl:29])([Cl:28])[CH2:23][O:24][C:25]([N:11]1[C:10]2[CH2:9][N:8]([C:6]([O:5][C:1]([CH3:4])([CH3:2])[CH3:3])=[O:7])[CH2:20][CH2:19][C:18]=2[C:17]2[C:12]1=[CH:13][CH:14]=[CH:15][CH:16]=2)=[O:26]. (3) Given the reactants [CH3:1][C:2]1([CH3:15])[CH2:13][C:12]2[CH:11]=[C:10]3[N:5]([CH2:6][CH2:7][NH:8][C:9]3=[O:14])[C:4]=2[CH2:3]1.[C:16]([O:19][CH2:20][C:21]1[C:26]([Br:27])=[CH:25][CH:24]=[CH:23][C:22]=1Br)(=[O:18])[CH3:17], predict the reaction product. The product is: [C:16]([O:19][CH2:20][C:21]1[C:22]([N:8]2[CH2:7][CH2:6][N:5]3[C:10](=[CH:11][C:12]4[CH2:13][C:2]([CH3:15])([CH3:1])[CH2:3][C:4]=43)[C:9]2=[O:14])=[CH:23][CH:24]=[CH:25][C:26]=1[Br:27])(=[O:18])[CH3:17]. (4) The product is: [Cl:14][C:5]1[C:6]([O:8][CH:9]2[CH2:13][CH2:12][O:11][CH2:10]2)=[N:7][C:2]([NH2:15])=[N:3][CH:4]=1. Given the reactants Cl[C:2]1[N:7]=[C:6]([O:8][CH:9]2[CH2:13][CH2:12][O:11][CH2:10]2)[C:5]([Cl:14])=[CH:4][N:3]=1.[NH3:15], predict the reaction product. (5) Given the reactants [C:1]([C:5]1[CH:6]=[C:7]2[C:12](=[C:13]([F:15])[CH:14]=1)[C:11](=[O:16])[N:10]([C:17]1[C:18]([CH2:44][OH:45])=[C:19]([C:23]3[CH:24]=[C:25]([NH:31][C:32]4[N:37]=[CH:36][C:35]([C:38]([CH3:43])([CH3:42])[C:39](O)=[O:40])=[CH:34][CH:33]=4)[C:26](=[O:30])[N:27]([CH3:29])[CH:28]=3)[CH:20]=[CH:21][CH:22]=1)[N:9]=[CH:8]2)([CH3:4])([CH3:3])[CH3:2].[NH:46]1[CH2:51][CH2:50][O:49][CH2:48][CH2:47]1.C(Cl)CCl.[Cl-].[NH4+], predict the reaction product. The product is: [C:1]([C:5]1[CH:6]=[C:7]2[C:12](=[C:13]([F:15])[CH:14]=1)[C:11](=[O:16])[N:10]([C:17]1[CH:22]=[CH:21][CH:20]=[C:19]([C:23]3[CH:24]=[C:25]([NH:31][C:32]4[CH:33]=[CH:34][C:35]([C:38]([CH3:43])([CH3:42])[C:39]([N:46]5[CH2:51][CH2:50][O:49][CH2:48][CH2:47]5)=[O:40])=[CH:36][N:37]=4)[C:26](=[O:30])[N:27]([CH3:29])[CH:28]=3)[C:18]=1[CH2:44][OH:45])[N:9]=[CH:8]2)([CH3:4])([CH3:3])[CH3:2]. (6) Given the reactants [CH3:1][O:2][C:3]([C:5]1[O:6][CH:7]=[C:8](Br)[C:9]=1[CH2:10][N:11]([CH2:17][C:18]1[CH:23]=[CH:22][C:21]([O:24][CH3:25])=[CH:20][C:19]=1[O:26][CH3:27])[CH2:12][C:13]([O:15][CH3:16])=[O:14])=[O:4].[C:29]1(B(O)O)[CH:34]=[CH:33][CH:32]=[CH:31][CH:30]=1.P([O-])([O-])([O-])=O.[K+].[K+].[K+], predict the reaction product. The product is: [CH3:1][O:2][C:3]([C:5]1[O:6][CH:7]=[C:8]([C:29]2[CH:34]=[CH:33][CH:32]=[CH:31][CH:30]=2)[C:9]=1[CH2:10][N:11]([CH2:17][C:18]1[CH:23]=[CH:22][C:21]([O:24][CH3:25])=[CH:20][C:19]=1[O:26][CH3:27])[CH2:12][C:13]([O:15][CH3:16])=[O:14])=[O:4]. (7) The product is: [CH3:14][O:13][C:9]1[CH:8]=[C:7]([O:6][C:5]2[CH:15]=[CH:16][C:2]([NH:1][C:26]([NH:25][C:22]3[CH:23]=[CH:24][C:19]([CH2:17][CH3:18])=[CH:20][CH:21]=3)=[O:27])=[CH:3][CH:4]=2)[CH:12]=[CH:11][N:10]=1. Given the reactants [NH2:1][C:2]1[CH:16]=[CH:15][C:5]([O:6][C:7]2[CH:12]=[CH:11][N:10]=[C:9]([O:13][CH3:14])[CH:8]=2)=[CH:4][CH:3]=1.[CH2:17]([C:19]1[CH:24]=[CH:23][C:22]([N:25]=[C:26]=[O:27])=[CH:21][CH:20]=1)[CH3:18], predict the reaction product.